This data is from Reaction yield outcomes from USPTO patents with 853,638 reactions. The task is: Predict the reaction yield, written as a fraction of the theoretical maximum amount of product (1.0 means a 100% yield; for example, 0.34 means a 34% yield). (1) The reactants are C(OC([NH:8][CH2:9][CH2:10][CH:11]1[CH2:16][CH2:15][CH2:14][N:13]([C:17]([NH2:19])=[O:18])[CH2:12]1)=O)(C)(C)C.S(=O)(=O)(O)O. The catalyst is CO.O1CCOCC1. The product is [NH2:8][CH2:9][CH2:10][CH:11]1[CH2:16][CH2:15][CH2:14][N:13]([C:17]([NH2:19])=[O:18])[CH2:12]1. The yield is 0.940. (2) The reactants are [CH3:1][C:2]1[N:3]=[C:4]([C:7]2([N:13]([C:17]3[CH:22]=[CH:21][CH:20]=[CH:19][CH:18]=3)[C:14](=[O:16])[CH3:15])[CH2:12][CH2:11][NH:10][CH2:9][CH2:8]2)[S:5][CH:6]=1.[C:23]1([CH:33]=O)[C:32]2[C:27](=[CH:28][CH:29]=[CH:30][CH:31]=2)[CH:26]=[CH:25][CH:24]=1.C(O[BH-](OC(=O)C)OC(=O)C)(=O)C.[Na+].C(OCC)(=O)C. The catalyst is C(Cl)(Cl)Cl.C(O)(=O)C. The product is [CH3:1][C:2]1[N:3]=[C:4]([C:7]2([N:13]([C:17]3[CH:18]=[CH:19][CH:20]=[CH:21][CH:22]=3)[C:14](=[O:16])[CH3:15])[CH2:12][CH2:11][N:10]([CH2:33][C:23]3[C:32]4[C:27](=[CH:28][CH:29]=[CH:30][CH:31]=4)[CH:26]=[CH:25][CH:24]=3)[CH2:9][CH2:8]2)[S:5][CH:6]=1. The yield is 0.0500. (3) The reactants are Cl.Cl.[NH2:3][CH2:4][C@@:5]1([OH:13])[CH:10]2[CH2:11][CH2:12][N:7]([CH2:8][CH2:9]2)[CH2:6]1.C([O-])([O-])=O.[Cs+].[Cs+].[N:20]([C:23]1[CH:28]=[C:27]([O:29][CH3:30])[N:26]=[CH:25][N:24]=1)=[C:21]=S.C(N=C=NC(C)C)(C)C. The catalyst is CN(C)C=O. The product is [CH3:30][O:29][C:27]1[N:26]=[CH:25][N:24]=[C:23]([NH:20][C:21]2[O:13][C@:5]3([CH2:4][N:3]=2)[CH:10]2[CH2:9][CH2:8][N:7]([CH2:12][CH2:11]2)[CH2:6]3)[CH:28]=1. The yield is 0.482.